Dataset: NCI-60 drug combinations with 297,098 pairs across 59 cell lines. Task: Regression. Given two drug SMILES strings and cell line genomic features, predict the synergy score measuring deviation from expected non-interaction effect. (1) Drug 1: CC1CCC2CC(C(=CC=CC=CC(CC(C(=O)C(C(C(=CC(C(=O)CC(OC(=O)C3CCCCN3C(=O)C(=O)C1(O2)O)C(C)CC4CCC(C(C4)OC)O)C)C)O)OC)C)C)C)OC. Drug 2: CC1=C2C(C(=O)C3(C(CC4C(C3C(C(C2(C)C)(CC1OC(=O)C(C(C5=CC=CC=C5)NC(=O)OC(C)(C)C)O)O)OC(=O)C6=CC=CC=C6)(CO4)OC(=O)C)O)C)O. Cell line: SF-539. Synergy scores: CSS=14.6, Synergy_ZIP=3.56, Synergy_Bliss=2.89, Synergy_Loewe=0.835, Synergy_HSA=2.49. (2) Drug 1: CC1CCC2CC(C(=CC=CC=CC(CC(C(=O)C(C(C(=CC(C(=O)CC(OC(=O)C3CCCCN3C(=O)C(=O)C1(O2)O)C(C)CC4CCC(C(C4)OC)OCCO)C)C)O)OC)C)C)C)OC. Drug 2: CCC1(C2=C(COC1=O)C(=O)N3CC4=CC5=C(C=CC(=C5CN(C)C)O)N=C4C3=C2)O.Cl. Cell line: NCI-H522. Synergy scores: CSS=30.0, Synergy_ZIP=0.195, Synergy_Bliss=0.158, Synergy_Loewe=-7.49, Synergy_HSA=1.90. (3) Drug 1: C1CCN(CC1)CCOC2=CC=C(C=C2)C(=O)C3=C(SC4=C3C=CC(=C4)O)C5=CC=C(C=C5)O. Drug 2: CC1=C(C=C(C=C1)NC2=NC=CC(=N2)N(C)C3=CC4=NN(C(=C4C=C3)C)C)S(=O)(=O)N.Cl. Cell line: CCRF-CEM. Synergy scores: CSS=6.27, Synergy_ZIP=0.787, Synergy_Bliss=5.10, Synergy_Loewe=1.68, Synergy_HSA=0.789. (4) Drug 2: C1CCC(C(C1)N)N.C(=O)(C(=O)[O-])[O-].[Pt+4]. Cell line: HT29. Drug 1: CC1C(C(CC(O1)OC2CC(CC3=C2C(=C4C(=C3O)C(=O)C5=C(C4=O)C(=CC=C5)OC)O)(C(=O)CO)O)N)O.Cl. Synergy scores: CSS=53.7, Synergy_ZIP=-1.86, Synergy_Bliss=-3.19, Synergy_Loewe=-3.49, Synergy_HSA=0.123.